Task: Predict which catalyst facilitates the given reaction.. Dataset: Catalyst prediction with 721,799 reactions and 888 catalyst types from USPTO (1) Reactant: Br[C:2]1[C:10]2[C:9]([NH:11][C@H:12]([C:14]3[N:19]([C:20]4[CH:25]=[CH:24][CH:23]=[CH:22][CH:21]=4)[C:18](=[O:26])[C:17]4=[C:27]([CH3:30])[CH:28]=[CH:29][N:16]4[N:15]=3)[CH3:13])=[N:8][CH:7]=[N:6][C:5]=2[N:4]([CH2:31][O:32][CH2:33][CH2:34][Si:35]([CH3:38])([CH3:37])[CH3:36])[CH:3]=1.[C:39]([C:41]1[CH:42]=[C:43](B(O)O)[CH:44]=[C:45]([O:47][CH3:48])[CH:46]=1)#[N:40].C(=O)([O-])[O-].[Na+].[Na+]. Product: [CH3:48][O:47][C:45]1[CH:46]=[C:41]([CH:42]=[C:43]([C:2]2[C:10]3[C:9]([NH:11][C@H:12]([C:14]4[N:19]([C:20]5[CH:25]=[CH:24][CH:23]=[CH:22][CH:21]=5)[C:18](=[O:26])[C:17]5=[C:27]([CH3:30])[CH:28]=[CH:29][N:16]5[N:15]=4)[CH3:13])=[N:8][CH:7]=[N:6][C:5]=3[N:4]([CH2:31][O:32][CH2:33][CH2:34][Si:35]([CH3:38])([CH3:37])[CH3:36])[CH:3]=2)[CH:44]=1)[C:39]#[N:40]. The catalyst class is: 149. (2) Reactant: [CH:1]1([N:7]([CH2:28][CH:29]2[CH2:31][CH2:30]2)[C:8]2[N:13]=[CH:12][N:11]=[C:10]([C:14]([NH:16][C:17]3[CH:22]=[CH:21][C:20]([S:23](Cl)(=[O:25])=[O:24])=[CH:19][C:18]=3[CH3:27])=[O:15])[CH:9]=2)[CH2:6][CH2:5][CH2:4][CH2:3][CH2:2]1.Cl.[C:33]([O:37][C:38](=[O:42])[CH2:39][CH2:40][NH2:41])([CH3:36])([CH3:35])[CH3:34].C(N(CC)CC)C. Product: [CH:1]1([N:7]([CH2:28][CH:29]2[CH2:31][CH2:30]2)[C:8]2[N:13]=[CH:12][N:11]=[C:10]([C:14]([NH:16][C:17]3[CH:22]=[CH:21][C:20]([S:23]([NH:41][CH2:40][CH2:39][C:38]([O:37][C:33]([CH3:36])([CH3:35])[CH3:34])=[O:42])(=[O:25])=[O:24])=[CH:19][C:18]=3[CH3:27])=[O:15])[CH:9]=2)[CH2:6][CH2:5][CH2:4][CH2:3][CH2:2]1. The catalyst class is: 1.